Dataset: Full USPTO retrosynthesis dataset with 1.9M reactions from patents (1976-2016). Task: Predict the reactants needed to synthesize the given product. (1) Given the product [CH2:1]([O:2][C:3]([C:5]1[CH:10]=[CH:9][N:8]=[C:7]([C:28]2[CH2:29][CH2:30][CH2:31][C:27]=2[C:21]2[CH:22]=[C:23]([Cl:26])[CH:24]=[CH:25][C:20]=2[O:19][CH2:12][C:13]2[CH:18]=[CH:17][CH:16]=[CH:15][CH:14]=2)[N:6]=1)=[O:4])[CH3:35], predict the reactants needed to synthesize it. The reactants are: [CH3:1][O:2][C:3]([C:5]1[CH:10]=[CH:9][N:8]=[C:7](Cl)[N:6]=1)=[O:4].[CH2:12]([O:19][C:20]1[CH:25]=[CH:24][C:23]([Cl:26])=[CH:22][C:21]=1[C:27]1[CH2:31][CH2:30][CH2:29][C:28]=1B(O)O)[C:13]1[CH:18]=[CH:17][CH:16]=[CH:15][CH:14]=1.[C:35](=O)([O-])[O-].[K+].[K+].C1(C)C=CC=CC=1.C(O)C. (2) Given the product [Si:6]([O:13][CH:14]1[CH2:15][CH2:16][C:17]([CH3:2])([C:20]([O:22][CH3:23])=[O:21])[CH2:18][CH2:19]1)([C:9]([CH3:12])([CH3:11])[CH3:10])([CH3:7])[CH3:8], predict the reactants needed to synthesize it. The reactants are: [Li][CH2:2]CCC.[Si:6]([O:13][CH:14]1[CH2:19][CH2:18][CH:17]([C:20]([O:22][CH3:23])=[O:21])[CH2:16][CH2:15]1)([C:9]([CH3:12])([CH3:11])[CH3:10])([CH3:8])[CH3:7].CI. (3) Given the product [O:3]1[CH2:7][CH2:6][O:5][C:4]21[C@H:12]1[CH2:13][CH:14]([O:16][CH2:18][C:19]3[C:20]([C:27]4[C:28]([Cl:34])=[CH:29][CH:30]=[CH:31][C:32]=4[Cl:33])=[N:21][O:22][C:23]=3[CH:24]3[CH2:26][CH2:25]3)[CH2:15][C@@H:8]2[CH2:9][O:10][CH2:11]1, predict the reactants needed to synthesize it. The reactants are: [H-].[Na+].[O:3]1[CH2:7][CH2:6][O:5][C:4]21[C@H:12]1[CH2:13][CH:14]([OH:16])[CH2:15][C@@H:8]2[CH2:9][O:10][CH2:11]1.Cl[CH2:18][C:19]1[C:20]([C:27]2[C:32]([Cl:33])=[CH:31][CH:30]=[CH:29][C:28]=2[Cl:34])=[N:21][O:22][C:23]=1[CH:24]1[CH2:26][CH2:25]1. (4) Given the product [CH3:19][S:20][C:11]1[N:12]=[CH:13][N:14]2[CH:18]=[CH:17][S:16][C:15]=12, predict the reactants needed to synthesize it. The reactants are: C([Mg]Br)C.C1COCC1.I[C:11]1[N:12]=[CH:13][N:14]2[CH:18]=[CH:17][S:16][C:15]=12.[CH3:19][S:20]S(C)(=O)=O.[Cl-].[NH4+]. (5) Given the product [CH:1]1[C:10]2[C:5](=[CH:6][CH:7]=[CH:8][CH:9]=2)[CH:4]=[C:3]([C:11]2[O:12][C:13]3[C:18]([C:19](=[N:24][OH:25])[C:20]=2[CH3:21])=[CH:17][CH:16]=[CH:15][CH:14]=3)[N:2]=1, predict the reactants needed to synthesize it. The reactants are: [CH:1]1[C:10]2[C:5](=[CH:6][CH:7]=[CH:8][CH:9]=2)[CH:4]=[C:3]([C:11]2[O:12][C:13]3[C:18]([C:19](=O)[C:20]=2[CH3:21])=[CH:17][CH:16]=[CH:15][CH:14]=3)[N:2]=1.Cl.[NH2:24][OH:25].Cl.